From a dataset of Reaction yield outcomes from USPTO patents with 853,638 reactions. Predict the reaction yield, written as a fraction of the theoretical maximum amount of product (1.0 means a 100% yield; for example, 0.34 means a 34% yield). (1) The reactants are C([O:5][C:6](=[O:51])[C:7]([O:10]/[N:11]=[C:12](/[C:38]1[N:39]=[C:40]([NH:43]C(OC(C)(C)C)=O)[S:41][CH:42]=1)\[C:13]([NH:15][C@@H:16]1[C:19](=[O:20])[N:18]([S:21]([OH:24])(=[O:23])=[O:22])[C@@H:17]1[CH2:25][N:26]1[CH:30]=[C:29]([C:31]([O:33]C(C)(C)C)=[O:32])[N:28]=[N:27]1)=[O:14])([CH3:9])[CH3:8])(C)(C)C.C(O)(C(F)(F)F)=O. The catalyst is C(Cl)Cl. The product is [NH2:43][C:40]1[S:41][CH:42]=[C:38](/[C:12](=[N:11]/[O:10][C:7]([C:6]([OH:51])=[O:5])([CH3:9])[CH3:8])/[C:13]([NH:15][C@@H:16]2[C:19](=[O:20])[N:18]([S:21]([OH:24])(=[O:22])=[O:23])[C@@H:17]2[CH2:25][N:26]2[CH:30]=[C:29]([C:31]([OH:33])=[O:32])[N:28]=[N:27]2)=[O:14])[N:39]=1. The yield is 0.270. (2) The yield is 0.780. The catalyst is CCOC(C)=O.O.C(Cl)Cl.CO. The reactants are [Cl:1][C:2]1[CH:3]=[C:4]([CH:30]=[CH:31][C:32]=1[Cl:33])[CH2:5][C:6]1[C:10]([C:11]#[C:12][C:13]2[CH:18]=[CH:17][CH:16]=[CH:15][CH:14]=2)=[C:9]([N:19]2[CH2:24][CH2:23][O:22][CH2:21][CH2:20]2)[S:8][C:7]=1[C:25]([O:27]CC)=[O:26].C1COCC1.[OH-].[Na+].Cl. The product is [Cl:1][C:2]1[CH:3]=[C:4]([CH:30]=[CH:31][C:32]=1[Cl:33])[CH2:5][C:6]1[C:10]([C:11]#[C:12][C:13]2[CH:14]=[CH:15][CH:16]=[CH:17][CH:18]=2)=[C:9]([N:19]2[CH2:20][CH2:21][O:22][CH2:23][CH2:24]2)[S:8][C:7]=1[C:25]([OH:27])=[O:26]. (3) The reactants are [CH:1]([C:4]1[N:5]=[C:6]([C:9]2[CH:18]=[C:17]([O:19][CH:20]3[CH2:38][CH:37]4[N:22]([C:23](=[O:52])[N:24]([CH2:43][C:44]5[CH:49]=[CH:48][C:47]([O:50][CH3:51])=[CH:46][CH:45]=5)[CH2:25][CH2:26][CH2:27][CH2:28][CH2:29][CH:30]=[CH:31][CH:32]5[C:34]([C:40]([OH:42])=O)([NH:35][C:36]4=[O:39])[CH2:33]5)[CH2:21]3)[C:16]3[C:11](=[C:12]([CH3:55])[C:13]([O:53][CH3:54])=[CH:14][CH:15]=3)[N:10]=2)[S:7][CH:8]=1)([CH3:3])[CH3:2].C(Cl)CCl.O1CCNC1=O.C1(C[S:70]([NH2:73])(=[O:72])=[O:71])CC1.[CH2:74]1[CH2:84][CH2:83]N2C(=NCCC2)C[CH2:75]1. The catalyst is ClCCl. The product is [CH:1]([C:4]1[N:5]=[C:6]([C:9]2[CH:18]=[C:17]([O:19][CH:20]3[CH2:38][CH:37]4[N:22]([C:23](=[O:52])[N:24]([CH2:43][C:44]5[CH:49]=[CH:48][C:47]([O:50][CH3:51])=[CH:46][CH:45]=5)[CH2:25][CH2:26][CH2:27][CH2:28][CH2:29][CH:30]=[CH:31][CH:32]5[C:34]([C:40]([NH:73][S:70]([C:74]6([CH3:75])[CH2:83][CH2:84]6)(=[O:72])=[O:71])=[O:42])([NH:35][C:36]4=[O:39])[CH2:33]5)[CH2:21]3)[C:16]3[C:11](=[C:12]([CH3:55])[C:13]([O:53][CH3:54])=[CH:14][CH:15]=3)[N:10]=2)[S:7][CH:8]=1)([CH3:2])[CH3:3]. The yield is 0.440.